From a dataset of Full USPTO retrosynthesis dataset with 1.9M reactions from patents (1976-2016). Predict the reactants needed to synthesize the given product. (1) Given the product [F:20][C:15]1[CH:16]=[CH:17][CH:18]=[CH:19][C:14]=1[N:9]1[CH:10]=[CH:11][C:12](=[O:13])[C:7]([C:5]2[N:28]([C:22]3[CH:27]=[CH:26][CH:25]=[CH:24][CH:23]=3)[N:2]=[CH:3][CH:4]=2)=[N:8]1, predict the reactants needed to synthesize it. The reactants are: C[N:2](C)[CH:3]=[CH:4][C:5]([C:7]1[C:12](=[O:13])[CH:11]=[CH:10][N:9]([C:14]2[CH:19]=[CH:18][CH:17]=[CH:16][C:15]=2[F:20])[N:8]=1)=O.[C:22]1([NH:28]N)[CH:27]=[CH:26][CH:25]=[CH:24][CH:23]=1. (2) Given the product [Br:1][C:2]1[CH:7]=[CH:6][C:5]([P:8](=[O:25])([C:15]2[CH:16]=[CH:17][C:18]([Br:21])=[CH:19][CH:20]=2)[C:9]2[CH:14]=[CH:13][CH:12]=[CH:11][CH:10]=2)=[CH:4][CH:3]=1, predict the reactants needed to synthesize it. The reactants are: [Br:1][C:2]1[CH:7]=[CH:6][C:5]([P:8]([C:15]2[CH:20]=[CH:19][C:18]([Br:21])=[CH:17][CH:16]=2)[C:9]2[CH:14]=[CH:13][CH:12]=[CH:11][CH:10]=2)=[CH:4][CH:3]=1.OO.S([O-])([O-])=[O:25].[Na+].[Na+]. (3) Given the product [Cl:1][C:2]1[C:3]([O:12][C:13]2[CH:18]=[C:17]([O:19][CH2:20][CH2:21][O:22][CH3:23])[CH:16]=[CH:15][C:14]=2[CH2:24][CH2:25][CH2:26][C:27]([NH:38][S:35]([CH2:30][CH2:31][CH2:32][CH2:33][CH3:34])(=[O:37])=[O:36])=[O:28])=[N:4][CH:5]=[C:6]([C:8]([F:9])([F:11])[F:10])[CH:7]=1, predict the reactants needed to synthesize it. The reactants are: [Cl:1][C:2]1[C:3]([O:12][C:13]2[CH:18]=[C:17]([O:19][CH2:20][CH2:21][O:22][CH3:23])[CH:16]=[CH:15][C:14]=2[CH2:24][CH2:25][CH2:26][C:27](O)=[O:28])=[N:4][CH:5]=[C:6]([C:8]([F:11])([F:10])[F:9])[CH:7]=1.[CH2:30]([S:35]([NH2:38])(=[O:37])=[O:36])[CH2:31][CH2:32][CH2:33][CH3:34].N12CCCN=C1CCCCC2. (4) Given the product [Cl:8][C:9]1[CH:14]=[C:13]([Cl:15])[CH:12]=[CH:11][C:10]=1[C:16]1[N:21]=[C:20]([NH:22][CH:23]([CH3:26])[CH2:24][NH:25][C:31]2[CH:36]=[CH:35][C:34]([C:37]#[N:38])=[CH:33][N:32]=2)[N:19]2[CH:27]=[CH:28][N:29]=[C:18]2[CH:17]=1, predict the reactants needed to synthesize it. The reactants are: FC(F)(F)C(O)=O.[Cl:8][C:9]1[CH:14]=[C:13]([Cl:15])[CH:12]=[CH:11][C:10]=1[C:16]1[N:21]=[C:20]([NH:22][CH:23]([CH3:26])[CH2:24][NH2:25])[N:19]2[CH:27]=[CH:28][N:29]=[C:18]2[CH:17]=1.Cl[C:31]1[CH:36]=[CH:35][C:34]([C:37]#[N:38])=[CH:33][N:32]=1.C(N(CC)C(C)C)(C)C.CS(C)=O.